Task: Regression. Given a target protein amino acid sequence and a drug SMILES string, predict the binding affinity score between them. We predict pIC50 (pIC50 = -log10(IC50 in M); higher means more potent). Dataset: bindingdb_ic50.. Dataset: Drug-target binding data from BindingDB using IC50 measurements (1) The compound is N=C(N)c1ccc2[nH]c(-c3cc(Cl)cc(CNc4ccccc4)c3)cc2c1. The target protein (Q9UHC3) has sequence MKPTSGPEEARRPASDIRVFASNCSMHGLGHVFGPGSLSLRRGMWAAAVVLSVATFLYQVAERVRYYREFHHQTALDERESHRLIFPAVTLCNINPLRRSRLTPNDLHWAGSALLGLDPAEHAAFLRALGRPPAPPGFMPSPTFDMAQLYARAGHSLDDMLLDCRFRGQPCGPENFTTIFTRMGKCYTFNSGADGAELLTTTRGGMGNGLDIMLDVQQEEYLPVWRDNEETPFEVGIRVQIHSQEEPPIIDQLGLGVSPGYQTFVSCQQQQLSFLPPPWGDCSSASLNPNYEPEPSDPLGSPSPSPSPPYTLMGCRLACETRYVARKCGCRMVYMPGDVPVCSPQQYKNCAHPAIDAMLRKDSCACPNPCASTRYAKELSMVRIPSRAAARFLARKLNRSEAYIAENVLALDIFFEALNYETVEQKKAYEMSELLGDIGGQMGLFIGASLLTILEILDYLCEVFRDKVLGYFWNRQHSQRHSSTNLLQEGLGSHRTQVPH.... The pIC50 is 3.9. (2) The drug is COc1ccc(C2c3c(ccc4ccccc34)OC3N=CN(CCN4CCOCC4)C(=N)C32)cc1OC. The target protein (Q6W5P4) has sequence MPANFTEGSFDSSGTGQTLDSSPVACTETVTFTEVVEGKEWGSFYYSFKTEQLITLWVLFVFTIVGNSVVLFSTWRRKKKSRMTFFVTQLAITDSFTGLVNILTDINWRFTGDFTAPDLVCRVVRYLQVVLLYASTYVLVSLSIDRYHAIVYPMKFLQGEKQARVLIVIAWSLSFLFSIPTLIIFGKRTLSNGEVQCWALWPDDSYWTPYMTIVAFLVYFIPLTIISIMYGIVIRTIWIKSKTYETVISNCSDGKLCSSYNRGLISKAKIKAIKYSIIIILAFICCWSPYFLFDILDNFNLLPDTQERFYASVIIQNLPALNSAINPLIYCVFSSSISFPCREQRSQDSRMTFRERTERHEMQILSKPEFI. The pIC50 is 6.7. (3) The compound is CC(=NOC(=O)Nc1ccccc1)c1cccc(-c2cccs2)c1. The target protein (Q704Y3) has sequence MEKWASLDSDESEPPAQENSCPDPPDRDPNSKPPPAKPHIFATRSRTRLFGKGDSEEASPMDCPYEEGGLASCPIITVSSVVTLQRSVDGPTCLRQTSQDSVSTGVETPPRLYDRRSIFDAVAQSNCQELESLLSFLQKSKKRLTDSEFKDPETGKTCLLKAMLNLHNGQNDTIALLLDIARKTDSLKQFVNASYTDSYYKGQTALHIAIERRNMALVTLLVENGADVQAAANGDFFKKTKGRPGFYFGELPLSLAACTNQLAIVKFLLQNSWQPADISARDSVGNTVLHALVEVADNTADNTKFVTNMYNEILILGAKLHPTLKLEELTNKKGLTPLALAASSGKIGVLAYILQREIHEPECRHLSRKFTEWAYGPVHSSLYDLSCIDTCEKNSVLEVIAYSSSETPNRHDMLLVEPLNRLLQDKWDRFVKRIFYFNFFVYCLYMIIFTTAAYYRPVEGLPPYKLNNTVGDYFRVTGEILSVSGGVYFFFRGIQYFLQR.... The pIC50 is 5.0. (4) The compound is CCCCCCCCCCO[C@H]1CC(COC(C)=O)C(=O)C(=O)[C@H]1O. The target protein (P09488) has sequence MPMILGYWDIRGLAHAIRLLLEYTDSSYEEKKYTMGDAPDYDRSQWLNEKFKLGLDFPNLPYLIDGAHKITQSNAILCYIARKHNLCGETEEEKIRVDILENQTMDNHMQLGMICYNPEFEKLKPKYLEELPEKLKLYSEFLGKRPWFAGNKITFVDFLVYDVLDLHRIFEPKCLDAFPNLKDFISRFEGLEKISAYMKSSRFLPRPVFSKMAVWGNK. The pIC50 is 4.9. (5) The small molecule is C[C@]1(Cn2ccnn2)[C@H](C(=O)O)N2C(=O)C[C@H]2S1(=O)=O. The target protein (P94958) has sequence MKKSLSATLISALLAFSAPGFSAADNVAAVVDSTIKPLMAQQDIPGMAVAVSVKGKPYYFNYGFADVQAKQPVTENTLFELGSVSKTFTGVLGAVSVAKKEMTLNDPAEKYQPELALPQWKGITLLDLATYTAGGLPLQVPDAVKSRADLLHFYQQWQPSRKPGDMRLYANSSIGLFGALTANAAGMPYEQLLTARILAPLGLSHTFITVPESAQSQYAYGYKNKKPVRVSPGQLDAESYGVKSASKDMLRWAEMNMEPSRAGNADLEMAMYLAQTRYYKTAAINQGLGWEMYDWPQQKDMIINGVTNEVALQPHPVTDNQVQPYNRASWVHKTGATTGFGAYVAFIPEKQVAIVILANKNYPNTERVKAAQAILSALE. The pIC50 is 6.7. (6) The compound is O=C(CO)NCC1OC(CO)C(O)C(O)C1O. The target protein (Q17058) has sequence MKAVIVFCLMALSIVDAAWKPLPENLKEDLIVYQVYPRSFKDSNGDGIGDIEGIKEKLDHFLEMGVDMFWLSPIYPSPMVDFGYDISNYTDVHPIFGTISDLDNLVSAAHEKGLKIILDFVPNHTSDQHEWFQLSLKNIEPYNNYYIWHPGKIVNGKRVPPTNWVGVFGGSAWSWREERQAYYLHQFAPEQPDLNYYNPVVLDDMQNVLRFWLRRGFDGFRVDALPYICEDMRFLDEPLSGETNDPNKTEYTLKIYTHDIPETYNVVRKFRDVLDEFPQPKHMLIEAYTNLSMTMKYYDYGADFPFNFAFIKNVSRDSNSSDFKKLVDNWMTYMPPSGIPNWVPGNHDQLRLVSRFGEEKARMITTMSLLLPGVAVNYYGDEIGMSDTYISWEDTQDPQGCGAGKENYQTMSRDPARTPFQWDDSVSAGFSSSSNTWLRVNENYKTVNLAAEKKDKNSFFNMFKKFASLKKSPYFKEANLNTRMLNDNVFAFSRETEDNG.... The pIC50 is 3.1. (7) The small molecule is O=C(NNC(=O)c1ccc(-n2cncn2)c([N+](=O)[O-])c1)c1ccccc1. The target protein sequence is MALKLLSEKANSQALKVLLCSYYVKRPVEVSLSGAYATPILHHPAFKQPIIAPNEMARVILFYSVEPTSNNGGAADSSNGDGTASPVAGLTNLTLEHETWLEWEATTFTRAVHPLYTQRRQTAESLAVFSYLDKKISENDDRCVYSPAVEGKGAADPTDAVSTFFIDCIVWCAVLPALCESGVLRDSEKQQLPHLVKWFNTFQKEQKTLIDNAFENLSVQEAADFLRCPRVYKVSAKVEKVFFVTSPIYYVNAAPHIGHVYSTLITDVIGRYHRVKGERVFALTGTDEHGQKVAEAAKQKQVSPYDFTAAVAGEFKKCFEQMDYSIDYFIRTTNEQHKAVVKELWTKLEQKGDIYLGRYEGWYSISDESFLTPQNITDGVDKDGNPCKVSLESGHVVTWVSEENYMFRLSAFRERLLEWYHANPGCIVPEFRRREVIRAVEKGLPDLSVSRKKETLHNWAIPVPGNPDHCVYVWLDALTNYLTGSRLRVDESGKEVSLAD.... The pIC50 is 4.9. (8) The drug is CCOC(=O)[C@@H]1/C(=C/C(=O)c2ccccc2)N=C(C)/C(=C(/O)OCC)[C@H]1c1ccccc1C(F)(F)F. The target protein (Q02485) has sequence MEPSSPQDEGLRKKQPKKPVPEILPRPPRALFCLTLQNPLRKACISVVEWKPFETIILLTIFANCVALAVYLPMPEDDNNTLNLGLEKLEYFFLIVFSIEAAMKIIAYGFLFHQDAYLRSGWNVLDFIIVFLGVFTAILEQVNIIQTNTAPMSSKGAGLDVKALRAFRVLRPLRLVSGVPSLQVVLNSIFKAMLPLFHIALLVLFMVIIYAIIGLELFKGKMHKTCYFIGTDIVATVENEKPSPCARTGSGRPCTINGSECRGGWPGPNHGITHFDNFGFSMLTVYQCISMEGWTDVLYWVNDAIGNEWPWIYFVTLILLGSFFILNLVLGVLSGEFTKEREKAKSRGTFQKLREKQQLEEDLRGYMSWITQGEVMDVDDLREGKLSLDEGGSDTESLYEIEGLNKIIQFIRHWRQWNRVFRWKCHDLVKSKVFYWLVILIVALNTLSIASEHHNQPLWLTHLQDVANRVLLALFTIEMLMKMYGLGLRQYFMSIFNRFD.... The pIC50 is 6.5. (9) The compound is CC#C[C@]1(O)CC[C@H]2[C@@H]3CCC4=CC(=O)CCC4=C3[C@@H](c3ccc(N(C)C)cc3)C[C@@]21C. The target protein (Q63449) has sequence MTELQAKDPRTLHTSGAAPSPTHVGSPLLARLDPDPFQGSQHSDASSVVSPIPISLDRLLFSRSCQAQELPDEKTQNQQSLSDVEGAFSGVEASRRRSRNPRAPEKDSRLLDSVLDTLLAPSGPEQSQTSPPACEAITSWCLFGPELPEDPRSVPATKGLLSPLMSRPESKAGDSSGTGAGQKVLPKAVSPPRQLLLPTSGSAHWPGAGVKPSQQPATVEVEEDGGLETEGSAGPLLKSKPRALEGMCSGGGVTANAPGAAPGGVTLVPKEDSRFSAPRVSLEQDAPVAPGRSPLATTVVDFIHVPILPLNHALLAARTRQLLEGDSYDGGAAAQVPFAPPRGSPSAPSPPVPCGDFPDCTYPPEGDPKEDGFPVYGEFQPPGLKIKEEEEGTEAASRSPRPYLLAGASAATFPDFPLPPRPPRAPPSRPGEAAVAAPSAAVSPVSSSGSALECILYKAEGAPPTQGSFAPLPCKPPAASSCLLPRDSLPAAPTSSAAPA.... The pIC50 is 8.4.